From a dataset of Forward reaction prediction with 1.9M reactions from USPTO patents (1976-2016). Predict the product of the given reaction. Given the reactants C([Mg]Cl)(C)C.[CH2:6]([O:8][C:9]([C:11]1[N:12]([C:22]2[CH:27]=[CH:26][C:25]([O:28][CH:29]([CH3:31])[CH3:30])=[CH:24][CH:23]=2)[C:13]2[C:18]([C:19]=1[Cl:20])=[CH:17][C:16](I)=[CH:15][CH:14]=2)=[O:10])[CH3:7].[B:32](OCC)([O:36]CC)[O:33]CC.Cl, predict the reaction product. The product is: [CH2:6]([O:8][C:9]([C:11]1[N:12]([C:22]2[CH:27]=[CH:26][C:25]([O:28][CH:29]([CH3:31])[CH3:30])=[CH:24][CH:23]=2)[C:13]2[C:18]([C:19]=1[Cl:20])=[CH:17][C:16]([B:32]([OH:36])[OH:33])=[CH:15][CH:14]=2)=[O:10])[CH3:7].